Predict the product of the given reaction. From a dataset of Forward reaction prediction with 1.9M reactions from USPTO patents (1976-2016). (1) Given the reactants FC(F)(F)C(O)=O.[NH2:8][CH2:9][C:10]1[N:15]=[C:14]([C:16]2[S:17][C:18]3[CH:26]=[CH:25][CH:24]=[CH:23][C:19]=3[C:20](=[O:22])[N:21]=2)[CH:13]=[CH:12][CH:11]=1.[C:27]1([S:33](Cl)(=[O:35])=[O:34])[CH:32]=[CH:31][CH:30]=[CH:29][CH:28]=1.C(=O)([O-])O.[Na+], predict the reaction product. The product is: [O:22]=[C:20]1[C:19]2[CH:23]=[CH:24][CH:25]=[CH:26][C:18]=2[S:17][C:16]([C:14]2[N:15]=[C:10]([CH2:9][NH:8][S:33]([C:27]3[CH:32]=[CH:31][CH:30]=[CH:29][CH:28]=3)(=[O:35])=[O:34])[CH:11]=[CH:12][CH:13]=2)=[N:21]1. (2) Given the reactants O.[OH-].[Li+].C([O:6][C:7]([C:9]1[CH:13]=[C:12]([C:14]2[N:15]=[CH:16][N:17]([CH3:19])[CH:18]=2)[N:11]([C:20]2[CH:21]=[N:22][C:23]([O:26][CH3:27])=[CH:24][CH:25]=2)[N:10]=1)=[O:8])C.Cl.C(Cl)(Cl)Cl.CO, predict the reaction product. The product is: [CH3:27][O:26][C:23]1[N:22]=[CH:21][C:20]([N:11]2[C:12]([C:14]3[N:15]=[CH:16][N:17]([CH3:19])[CH:18]=3)=[CH:13][C:9]([C:7]([OH:8])=[O:6])=[N:10]2)=[CH:25][CH:24]=1.